From a dataset of Catalyst prediction with 721,799 reactions and 888 catalyst types from USPTO. Predict which catalyst facilitates the given reaction. (1) Reactant: C1C(=O)N([Br:8])C(=O)C1.[CH3:9][O:10][C:11]1[CH:16]=[CH:15][C:14]([N:17]2[C:25]3[C:20](=[CH:21][CH:22]=[CH:23][CH:24]=3)[C:19]([S:26][CH3:27])=[CH:18]2)=[CH:13][CH:12]=1.O.C(Cl)Cl. Product: [Br:8][C:18]1[N:17]([C:14]2[CH:15]=[CH:16][C:11]([O:10][CH3:9])=[CH:12][CH:13]=2)[C:25]2[C:20]([C:19]=1[S:26][CH3:27])=[CH:21][CH:22]=[CH:23][CH:24]=2. The catalyst class is: 3. (2) Reactant: [Cl:1][C:2]1[C:3]([S:12]([OH:15])(=O)=[O:13])=[CH:4][C:5]2[O:9][C:8](=[O:10])[NH:7][C:6]=2[CH:11]=1.S(Cl)([Cl:18])=O. Product: [Cl:1][C:2]1[C:3]([S:12]([Cl:18])(=[O:15])=[O:13])=[CH:4][C:5]2[O:9][C:8](=[O:10])[NH:7][C:6]=2[CH:11]=1. The catalyst class is: 85. (3) Reactant: C[O:2][C:3]([C:5]1[S:13][C:8]2=[N:9][CH:10]=[CH:11][CH:12]=[C:7]2[CH:6]=1)=[O:4].[OH-].[Na+]. Product: [S:13]1[C:8]2=[N:9][CH:10]=[CH:11][CH:12]=[C:7]2[CH:6]=[C:5]1[C:3]([OH:4])=[O:2]. The catalyst class is: 24. (4) Product: [Cl:1][C:2]1[C:3]([NH:15][CH:16]2[CH2:24][CH2:23][CH:22]3[CH:18]([CH2:19][N:20]([C:28](=[O:29])[CH2:27][C:25]#[N:26])[CH2:21]3)[CH2:17]2)=[N:4][C:5]([NH:8][C:9]2[CH:10]=[N:11][N:12]([CH3:14])[CH:13]=2)=[N:6][CH:7]=1. Reactant: [Cl:1][C:2]1[C:3]([NH:15][CH:16]2[CH2:24][CH2:23][CH:22]3[CH:18]([CH2:19][NH:20][CH2:21]3)[CH2:17]2)=[N:4][C:5]([NH:8][C:9]2[CH:10]=[N:11][N:12]([CH3:14])[CH:13]=2)=[N:6][CH:7]=1.[C:25]([CH2:27][C:28](O)=[O:29])#[N:26].CCN=C=NCCCN(C)C.C1C=NC2N(O)N=NC=2C=1. The catalyst class is: 59. (5) Product: [NH:8]([C:15]1[C:20]([Br:21])=[CH:19][N:18]=[C:17]([NH:22][C:23]2[CH:24]=[CH:25][C:26]([C:29]#[C:30][CH2:31][NH2:32])=[CH:27][CH:28]=2)[N:16]=1)[C:9]1[CH:14]=[CH:13][CH:12]=[CH:11][CH:10]=1. Reactant: FC(F)(F)C(O)=O.[NH:8]([C:15]1[C:20]([Br:21])=[CH:19][N:18]=[C:17]([NH:22][C:23]2[CH:28]=[CH:27][C:26]([C:29]#[C:30][CH2:31][NH:32]C(OC(C)(C)C)=O)=[CH:25][CH:24]=2)[N:16]=1)[C:9]1[CH:14]=[CH:13][CH:12]=[CH:11][CH:10]=1. The catalyst class is: 2. (6) Reactant: [H-].[H-].[H-].[H-].[Li+].[Al+3].[O:7]=[C:8]1[CH2:13][CH2:12][C:11]([C:16]2[CH:21]=[CH:20][C:19]([O:22][CH2:23][CH2:24][CH2:25][N:26]3[CH2:30][CH2:29][CH2:28][CH2:27]3)=[CH:18][CH:17]=2)([C:14]#[N:15])[CH2:10][CH2:9]1.O.[OH-].[Na+]. Product: [NH2:15][CH2:14][C:11]1([C:16]2[CH:17]=[CH:18][C:19]([O:22][CH2:23][CH2:24][CH2:25][N:26]3[CH2:30][CH2:29][CH2:28][CH2:27]3)=[CH:20][CH:21]=2)[CH2:10][CH2:9][CH:8]([OH:7])[CH2:13][CH2:12]1. The catalyst class is: 27. (7) Reactant: C[Si](C)(C)[O-].[K+].C([O:9][C:10](=[O:45])[CH2:11][N:12]([CH3:44])[C:13]1[CH:18]=[CH:17][C:16]([CH2:19][N:20]2[CH:25]=[CH:24][CH:23]=[C:22]([C:26]3[CH:31]=[CH:30][C:29]([NH:32][C:33]([NH:35][C:36]4[CH:41]=[CH:40][CH:39]=[CH:38][C:37]=4[CH3:42])=[O:34])=[CH:28][CH:27]=3)[C:21]2=[O:43])=[CH:15][CH:14]=1)C.Cl. Product: [CH3:44][N:12]([CH2:11][C:10]([OH:45])=[O:9])[C:13]1[CH:18]=[CH:17][C:16]([CH2:19][N:20]2[CH:25]=[CH:24][CH:23]=[C:22]([C:26]3[CH:31]=[CH:30][C:29]([NH:32][C:33]([NH:35][C:36]4[CH:41]=[CH:40][CH:39]=[CH:38][C:37]=4[CH3:42])=[O:34])=[CH:28][CH:27]=3)[C:21]2=[O:43])=[CH:15][CH:14]=1. The catalyst class is: 305.